Dataset: Full USPTO retrosynthesis dataset with 1.9M reactions from patents (1976-2016). Task: Predict the reactants needed to synthesize the given product. (1) Given the product [C:1]([C:4]1[S:8][C:7]([C:9]2[CH:10]=[C:11]([Cl:31])[C:12]3[O:16][CH:15]([CH2:17][NH:18][C:19](=[O:29])[CH2:20][CH2:21][C:22]4[CH:23]=[N:24][C:25]([NH2:28])=[C:26]([Br:32])[CH:27]=4)[CH2:14][C:13]=3[CH:30]=2)=[CH:6][CH:5]=1)(=[O:3])[CH3:2], predict the reactants needed to synthesize it. The reactants are: [C:1]([C:4]1[S:8][C:7]([C:9]2[CH:10]=[C:11]([Cl:31])[C:12]3[O:16][CH:15]([CH2:17][NH:18][C:19](=[O:29])[CH2:20][CH2:21][C:22]4[CH:23]=[N:24][C:25]([NH2:28])=[CH:26][CH:27]=4)[CH2:14][C:13]=3[CH:30]=2)=[CH:6][CH:5]=1)(=[O:3])[CH3:2].[Br:32]N1C(=O)CCC1=O.[Li+].C[Si]([N-][Si](C)(C)C)(C)C.O. (2) The reactants are: [F:1][CH2:2][C@@H:3]1[NH:6][C:5](=[O:7])[C@@H:4]1[O:8][Si:9]([CH:16]([CH3:18])[CH3:17])([CH:13]([CH3:15])[CH3:14])[CH:10]([CH3:12])[CH3:11].[C:19](O[C:19]([O:21][C:22]([CH3:25])([CH3:24])[CH3:23])=[O:20])([O:21][C:22]([CH3:25])([CH3:24])[CH3:23])=[O:20]. Given the product [C:22]([O:21][C:19]([N:6]1[C@@H:3]([CH2:2][F:1])[C@@H:4]([O:8][Si:9]([CH:13]([CH3:15])[CH3:14])([CH:10]([CH3:12])[CH3:11])[CH:16]([CH3:18])[CH3:17])[C:5]1=[O:7])=[O:20])([CH3:25])([CH3:24])[CH3:23], predict the reactants needed to synthesize it. (3) Given the product [N:13]1([C:6]([O:7][C:8]([CH3:9])([CH3:10])[CH3:11])=[O:12])[C:21]2[C:16](=[CH:17][CH:18]=[CH:19][CH:20]=2)[CH2:15][CH2:14]1, predict the reactants needed to synthesize it. The reactants are: C(O[C:6](=[O:12])[O:7][C:8]([CH3:11])([CH3:10])[CH3:9])(C)(C)C.[NH:13]1[C:21]2[C:16](=[CH:17][CH:18]=[CH:19][CH:20]=2)[CH2:15][CH2:14]1.[OH-].[Na+].